From a dataset of Forward reaction prediction with 1.9M reactions from USPTO patents (1976-2016). Predict the product of the given reaction. (1) Given the reactants Cl[C:2]1[O:6][C:5]([C:7]2[C:12]([C:13]#[N:14])=[C:11]([C:15]3[C:20]([F:21])=[CH:19][CH:18]=[C:17]([F:22])[C:16]=3[F:23])[N:10]=[C:9]3[NH:24][N:25]=[C:26]([CH3:27])[C:8]=23)=[CH:4][CH:3]=1.[NH:28]1[CH2:33][CH2:32][O:31][CH2:30][CH2:29]1, predict the reaction product. The product is: [CH3:27][C:26]1[C:8]2[C:9](=[N:10][C:11]([C:15]3[C:20]([F:21])=[CH:19][CH:18]=[C:17]([F:22])[C:16]=3[F:23])=[C:12]([C:13]#[N:14])[C:7]=2[C:5]2[O:6][C:2]([N:28]3[CH2:33][CH2:32][O:31][CH2:30][CH2:29]3)=[CH:3][CH:4]=2)[NH:24][N:25]=1. (2) Given the reactants [Cl:1][CH2:2][CH2:3][CH2:4][S:5](Cl)(=[O:7])=[O:6].[NH2:9][CH:10]1[CH2:15][CH2:14][N:13]([CH2:16][C:17]2[CH:22]=[CH:21][CH:20]=[CH:19][CH:18]=2)[CH2:12][CH2:11]1, predict the reaction product. The product is: [Cl:1][CH2:2][CH2:3][CH2:4][S:5]([NH:9][CH:10]1[CH2:15][CH2:14][N:13]([CH2:16][C:17]2[CH:22]=[CH:21][CH:20]=[CH:19][CH:18]=2)[CH2:12][CH2:11]1)(=[O:7])=[O:6]. (3) Given the reactants Br[C:2]1[S:3][CH:4]=[C:5]([C:7]([NH:9][C:10]2[CH:11]=[N:12][N:13]([CH3:31])[C:14]=2[C@H:15]2[O:21][CH2:20][C@@H:19]([F:22])[C@H:18]([NH:23]C(=O)OC(C)(C)C)[CH2:17][CH2:16]2)=[O:8])[N:6]=1.[CH2:32]([O:34][C:35]1[C:36]([F:45])=[C:37](B(O)O)[C:38]([F:41])=[CH:39][CH:40]=1)[CH3:33], predict the reaction product. The product is: [NH2:23][C@H:18]1[C@H:19]([F:22])[CH2:20][O:21][C@H:15]([C:14]2[N:13]([CH3:31])[N:12]=[CH:11][C:10]=2[NH:9][C:7]([C:5]2[N:6]=[C:2]([C:37]3[C:38]([F:41])=[CH:39][CH:40]=[C:35]([O:34][CH2:32][CH3:33])[C:36]=3[F:45])[S:3][CH:4]=2)=[O:8])[CH2:16][CH2:17]1. (4) Given the reactants Br[C:2]1[N:7]=[CH:6][C:5]([NH:8][C:9](=[O:21])[CH2:10][CH:11]2[CH2:16][CH2:15][N:14]([S:17]([CH3:20])(=[O:19])=[O:18])[CH2:13][CH2:12]2)=[CH:4][CH:3]=1.[F:22][C:23]1[CH:24]=[C:25](B(O)O)[CH:26]=[C:27]([F:29])[CH:28]=1, predict the reaction product. The product is: [F:22][C:23]1[CH:24]=[C:25]([C:2]2[N:7]=[CH:6][C:5]([NH:8][C:9](=[O:21])[CH2:10][CH:11]3[CH2:16][CH2:15][N:14]([S:17]([CH3:20])(=[O:19])=[O:18])[CH2:13][CH2:12]3)=[CH:4][CH:3]=2)[CH:26]=[C:27]([F:29])[CH:28]=1. (5) Given the reactants [CH3:1][O:2][C:3]1[CH:8]=[CH:7][C:6]([C:9](=O)[CH2:10][C:11]2[CH:16]=[CH:15][CH:14]=[CH:13][CH:12]=2)=[CH:5][CH:4]=1.Cl.[NH2:19][OH:20].C([O-])(=O)C.[Na+], predict the reaction product. The product is: [CH3:1][O:2][C:3]1[CH:8]=[CH:7][C:6]([C:9](=[N:19][OH:20])[CH2:10][C:11]2[CH:16]=[CH:15][CH:14]=[CH:13][CH:12]=2)=[CH:5][CH:4]=1. (6) Given the reactants [CH2:1]([O:3][C:4]([N:6]1[CH:15]=[CH:14][C:13]2[C:8](=[CH:9][C:10]([O:17][CH3:18])=[C:11]([OH:16])[CH:12]=2)[CH:7]1[CH2:19][C:20]1[CH:25]=[CH:24][CH:23]=[C:22]([O:26][CH3:27])[CH:21]=1)=[O:5])[CH3:2].C(=O)([O-])[O-].[K+].[K+].[CH2:34](I)[CH2:35][CH2:36][CH3:37].C(OCC)(=O)C.CCCCCC, predict the reaction product. The product is: [CH2:1]([O:3][C:4]([N:6]1[CH:15]=[CH:14][C:13]2[C:8](=[CH:9][C:10]([O:17][CH3:18])=[C:11]([O:16][CH2:34][CH2:35][CH2:36][CH3:37])[CH:12]=2)[CH:7]1[CH2:19][C:20]1[CH:25]=[CH:24][CH:23]=[C:22]([O:26][CH3:27])[CH:21]=1)=[O:5])[CH3:2].